Dataset: Catalyst prediction with 721,799 reactions and 888 catalyst types from USPTO. Task: Predict which catalyst facilitates the given reaction. (1) Reactant: CC1NC2C=CC=CC=2N=1.[C:11]1([C:17]2[CH:22]=[CH:21][CH:20]=[CH:19][C:18]=2[OH:23])[CH:16]=[CH:15][CH:14]=[CH:13][CH:12]=1.CO.Cl. Product: [C:11]1([C:17]23[O:23][CH:18]2[CH:19]=[CH:20][CH:21]=[CH:22]3)[CH:12]=[CH:13][CH:14]=[CH:15][CH:16]=1. The catalyst class is: 11. (2) The catalyst class is: 8. Reactant: [C:1]([O:4][C@H:5]1[C@H:10]([O:11][C:12](=[O:14])[CH3:13])[C@@H:9]([O:15][C:16](=[O:18])[CH3:17])[C@H:8]([C:19]2[CH:24]=[CH:23][C:22]([Cl:25])=[C:21]([CH2:26][C:27]3[CH:32]=[CH:31][C:30]([CH2:33][CH:34]=O)=[CH:29][CH:28]=3)[CH:20]=2)[O:7][C@@H:6]1[CH2:36][O:37][C:38](=[O:40])[CH3:39])(=[O:3])[CH3:2].N1C=CC=CC=1.Cl.[CH3:48][O:49][NH2:50]. Product: [C:1]([O:4][C@H:5]1[C@H:10]([O:11][C:12](=[O:14])[CH3:13])[C@@H:9]([O:15][C:16](=[O:18])[CH3:17])[C@H:8]([C:19]2[CH:24]=[CH:23][C:22]([Cl:25])=[C:21]([CH2:26][C:27]3[CH:28]=[CH:29][C:30]([CH2:33][CH:34]=[N:50][O:49][CH3:48])=[CH:31][CH:32]=3)[CH:20]=2)[O:7][C@@H:6]1[CH2:36][O:37][C:38](=[O:40])[CH3:39])(=[O:3])[CH3:2]. (3) Reactant: [CH:1]([NH:3][C:4](=O)[CH2:5][C:6]1[CH:11]=[CH:10][CH:9]=[CH:8][CH:7]=1)=O.Cl.[Cl:14][C:15]1[C:20]([Cl:21])=[CH:19][CH:18]=[CH:17][C:16]=1[NH:22][NH2:23]. Product: [CH2:5]([C:4]1[N:22]([C:16]2[CH:17]=[CH:18][CH:19]=[C:20]([Cl:21])[C:15]=2[Cl:14])[N:23]=[CH:1][N:3]=1)[C:6]1[CH:11]=[CH:10][CH:9]=[CH:8][CH:7]=1. The catalyst class is: 15. (4) Reactant: [I:1][C:2]1[CH:7]=[CH:6][C:5]([NH:8][C:9]2[N:14]=[CH:13][CH:12]=[CH:11][N:10]=2)=[CH:4][CH:3]=1.[H-].[Na+].[C:17]([O:20][C:21]1[CH:28]=[CH:27][C:24]([CH2:25]Cl)=[CH:23][CH:22]=1)(=[O:19])[CH3:18]. Product: [C:17]([O:20][C:21]1[CH:28]=[CH:27][C:24]([CH2:25][N:8]([C:5]2[CH:4]=[CH:3][C:2]([I:1])=[CH:7][CH:6]=2)[C:9]2[N:10]=[CH:11][CH:12]=[CH:13][N:14]=2)=[CH:23][CH:22]=1)(=[O:19])[CH3:18]. The catalyst class is: 163.